Dataset: Full USPTO retrosynthesis dataset with 1.9M reactions from patents (1976-2016). Task: Predict the reactants needed to synthesize the given product. (1) The reactants are: C([O:3][C:4](=[O:44])[CH2:5][C:6]1[CH:7]=[C:8]([C:20]2[CH:25]=[CH:24][C:23]([C:26]([F:29])([F:28])[F:27])=[CH:22][C:21]=2[CH2:30][N:31]([C:34]([O:36][CH2:37][C:38]2[CH:43]=[CH:42][CH:41]=[CH:40][CH:39]=2)=[O:35])[CH2:32][CH3:33])[C:9]([O:12][CH2:13][C:14]2[CH:19]=[CH:18][CH:17]=[CH:16][CH:15]=2)=[CH:10][CH:11]=1)C.[Li+].[OH-].Cl. Given the product [CH2:13]([O:12][C:9]1[C:8]([C:20]2[CH:25]=[CH:24][C:23]([C:26]([F:27])([F:29])[F:28])=[CH:22][C:21]=2[CH2:30][N:31]([C:34]([O:36][CH2:37][C:38]2[CH:39]=[CH:40][CH:41]=[CH:42][CH:43]=2)=[O:35])[CH2:32][CH3:33])=[CH:7][C:6]([CH2:5][C:4]([OH:44])=[O:3])=[CH:11][CH:10]=1)[C:14]1[CH:15]=[CH:16][CH:17]=[CH:18][CH:19]=1, predict the reactants needed to synthesize it. (2) Given the product [C:43]([N:46]1[C:55]2[C:50](=[CH:51][C:52]([C:56]([NH:58][CH3:59])=[O:57])=[CH:53][CH:54]=2)[CH:49]([NH:60][C:2]2[CH:7]=[CH:6][CH:5]=[C:4]([CH3:8])[N:3]=2)[CH:48]([CH3:61])[CH:47]1[CH3:62])(=[O:45])[CH3:44], predict the reactants needed to synthesize it. The reactants are: Br[C:2]1[CH:7]=[CH:6][CH:5]=[C:4]([CH3:8])[N:3]=1.CN(C1C(C2C(P(C3CCCCC3)C3CCCCC3)=CC=CC=2)=CC=CC=1)C.CC(C)([O-])C.[Na+].[C:43]([N:46]1[C:55]2[C:50](=[CH:51][C:52]([C:56]([NH:58][CH3:59])=[O:57])=[CH:53][CH:54]=2)[CH:49]([NH2:60])[CH:48]([CH3:61])[CH:47]1[CH3:62])(=[O:45])[CH3:44].